The task is: Predict which catalyst facilitates the given reaction.. This data is from Catalyst prediction with 721,799 reactions and 888 catalyst types from USPTO. (1) Reactant: Cl[C:2]1[C:3]([N+:9]([O-:11])=[O:10])=[N:4][CH:5]=[C:6]([Cl:8])[CH:7]=1.[CH3:12][CH:13]1[CH2:18][CH2:17][NH:16][CH2:15][CH2:14]1.C([O-])([O-])=O.[K+].[K+]. Product: [Cl:8][C:6]1[CH:7]=[C:2]([N:16]2[CH2:17][CH2:18][CH:13]([CH3:12])[CH2:14][CH2:15]2)[C:3]([N+:9]([O-:11])=[O:10])=[N:4][CH:5]=1. The catalyst class is: 11. (2) Reactant: [Cl:1][C:2]1[CH:3]=[C:4]([C@@H:12]([CH2:24][CH:25]2[CH2:29][CH2:28][CH2:27][CH2:26]2)[C:13]([NH:15][C:16]2[CH:20]=[CH:19][N:18]([CH2:21][CH2:22][OH:23])[N:17]=2)=[O:14])[CH:5]=[CH:6][C:7]=1[S:8]([CH3:11])(=[O:10])=[O:9].[C:30](OC(=O)C)(=[O:32])[CH3:31]. Product: [Cl:1][C:2]1[CH:3]=[C:4]([C@@H:12]([CH2:24][CH:25]2[CH2:26][CH2:27][CH2:28][CH2:29]2)[C:13]([NH:15][C:16]2[CH:20]=[CH:19][N:18]([CH2:21][CH2:22][O:23][C:30](=[O:32])[CH3:31])[N:17]=2)=[O:14])[CH:5]=[CH:6][C:7]=1[S:8]([CH3:11])(=[O:9])=[O:10]. The catalyst class is: 300.